From a dataset of Forward reaction prediction with 1.9M reactions from USPTO patents (1976-2016). Predict the product of the given reaction. Given the reactants CC1C=[CH:8][C:5]([C:6]#N)=[C:4]([N+:10]([O-:12])=[O:11])C=1.[Br:13]N1C(=O)CCC1=O.N([C:28]([CH3:32])([CH3:31])[C:29]#[N:30])=N[C:28]([CH3:32])([CH3:31])[C:29]#[N:30], predict the reaction product. The product is: [Br:13][CH2:6][C:5]1[CH:8]=[CH:31][C:28]([C:29]#[N:30])=[CH:32][C:4]=1[N+:10]([O-:12])=[O:11].